Predict the reactants needed to synthesize the given product. From a dataset of Full USPTO retrosynthesis dataset with 1.9M reactions from patents (1976-2016). (1) Given the product [F:8][C:5]1[CH:6]=[CH:7][C:2]([N:12]2[CH2:20][CH2:19][CH2:18][CH:14]([C:15]([NH2:17])=[O:16])[CH2:13]2)=[C:3]([N+:9]([O-:11])=[O:10])[CH:4]=1, predict the reactants needed to synthesize it. The reactants are: F[C:2]1[CH:7]=[CH:6][C:5]([F:8])=[CH:4][C:3]=1[N+:9]([O-:11])=[O:10].[NH:12]1[CH2:20][CH2:19][CH2:18][CH:14]([C:15]([NH2:17])=[O:16])[CH2:13]1.CN1C(=O)CCC1. (2) Given the product [O:1]1[CH2:6][CH2:5][O:4][C:3]2[CH:7]=[C:8]([C:11]3([C:14]([NH:16][C:17]4[CH:18]=[CH:19][C:20]([CH3:32])=[C:21]([C:23]5[CH:28]=[C:27]([CH3:29])[C:26](=[O:30])[NH:25][CH:24]=5)[N:22]=4)=[O:15])[CH2:12][CH2:13]3)[CH:9]=[CH:10][C:2]1=2, predict the reactants needed to synthesize it. The reactants are: [O:1]1[CH2:6][CH2:5][O:4][C:3]2[CH:7]=[C:8]([C:11]3([C:14]([NH:16][C:17]4[N:22]=[C:21]([C:23]5[CH:24]=[N:25][C:26]([O:30]C)=[C:27]([CH3:29])[CH:28]=5)[C:20]([CH3:32])=[CH:19][CH:18]=4)=[O:15])[CH2:13][CH2:12]3)[CH:9]=[CH:10][C:2]1=2.[Si](I)(C)(C)C. (3) Given the product [Cl:1][C:2]1[CH:7]=[CH:6][C:5]([OH:8])=[N:4][C:3]=1[N:10]1[CH2:15][CH2:14][N:13]([C:16]2[CH:21]=[C:20]([C:22]3[CH:23]=[CH:24][C:25]([F:28])=[CH:26][CH:27]=3)[N:19]=[C:18]([N:29]3[CH2:33][CH2:32][CH2:31][CH:30]3[CH3:34])[N:17]=2)[CH:12]([CH3:35])[CH2:11]1, predict the reactants needed to synthesize it. The reactants are: [Cl:1][C:2]1[C:3]([N:10]2[CH2:15][CH2:14][N:13]([C:16]3[CH:21]=[C:20]([C:22]4[CH:27]=[CH:26][C:25]([F:28])=[CH:24][CH:23]=4)[N:19]=[C:18]([N:29]4[CH2:33][CH2:32][CH2:31][CH:30]4[CH3:34])[N:17]=3)[CH:12]([CH3:35])[CH2:11]2)=[N:4][C:5]([O:8]C)=[CH:6][CH:7]=1. (4) The reactants are: [NH2:1][CH2:2][CH2:3][CH2:4][CH2:5][N:6]1[C:18]2[C:17]3[CH:16]=[CH:15][CH:14]=[CH:13][C:12]=3[N:11]=[C:10]([NH2:19])[C:9]=2[N:8]=[CH:7]1.[C:20]([C:28]1[CH:29]=[C:30]([CH:34]=[CH:35][CH:36]=1)[C:31](Cl)=[O:32])(=[O:27])[C:21]1[CH:26]=[CH:25][CH:24]=[CH:23][CH:22]=1. Given the product [NH2:19][C:10]1[C:9]2[N:8]=[CH:7][N:6]([CH2:5][CH2:4][CH2:3][CH2:2][NH:1][C:31](=[O:32])[C:30]3[CH:34]=[CH:35][CH:36]=[C:28]([C:20](=[O:27])[C:21]4[CH:22]=[CH:23][CH:24]=[CH:25][CH:26]=4)[CH:29]=3)[C:18]=2[C:17]2[CH:16]=[CH:15][CH:14]=[CH:13][C:12]=2[N:11]=1, predict the reactants needed to synthesize it. (5) The reactants are: [F:1][C:2]1[N:6]([CH3:7])[N:5]=[C:4]([C:8]([F:11])([F:10])[F:9])[C:3]=1[C:12]([OH:14])=O.C(N=C=NCCCN(C)C)C.ON1C2C=CC=CC=2N=N1.[F:36][C:37]1[CH:42]=[CH:41][C:40]([F:43])=[CH:39][C:38]=1[N:44]1[CH:48]=[CH:47][C:46]([NH2:49])=[N:45]1. Given the product [F:36][C:37]1[CH:42]=[CH:41][C:40]([F:43])=[CH:39][C:38]=1[N:44]1[CH:48]=[CH:47][C:46]([NH:49][C:12]([C:3]2[C:4]([C:8]([F:9])([F:10])[F:11])=[N:5][N:6]([CH3:7])[C:2]=2[F:1])=[O:14])=[N:45]1, predict the reactants needed to synthesize it. (6) Given the product [CH:17]1([N:5]2[CH:6]=[CH:7][C:2]([I:1])=[CH:3][C:4]2=[O:8])[CH2:18][CH2:19]1, predict the reactants needed to synthesize it. The reactants are: [I:1][C:2]1[CH:7]=[CH:6][NH:5][C:4](=[O:8])[CH:3]=1.C1C=CN=C(C2C=[CH:17][CH:18]=[CH:19]N=2)C=1.C1(B(O)O)CC1.C([O-])([O-])=O.[Na+].[Na+].